This data is from Catalyst prediction with 721,799 reactions and 888 catalyst types from USPTO. The task is: Predict which catalyst facilitates the given reaction. Reactant: I[C:2]1[C:10]2[C:5](=[N:6][CH:7]=[N:8][C:9]=2[NH2:11])[N:4]([C@H:12]2[CH2:17][CH2:16][C@H:15]([N:18]3[CH2:23][CH2:22][N:21]([CH3:24])[CH2:20][CH2:19]3)[CH2:14][CH2:13]2)[N:3]=1.[NH:25]([C:32]([C:34]1[CH:39]=[CH:38][C:37](B(O)O)=[CH:36][C:35]=1[O:43][CH3:44])=[O:33])[C:26]1[CH:31]=[CH:30][CH:29]=[CH:28][CH:27]=1.C(=O)([O-])[O-].[Na+].[Na+].COCCOC. Product: [C:26]1([NH:25][C:32](=[O:33])[C:34]2[CH:39]=[CH:38][C:37]([C:2]3[C:10]4[C:5](=[N:6][CH:7]=[N:8][C:9]=4[NH2:11])[N:4]([C@H:12]4[CH2:17][CH2:16][C@H:15]([N:18]5[CH2:23][CH2:22][N:21]([CH3:24])[CH2:20][CH2:19]5)[CH2:14][CH2:13]4)[N:3]=3)=[CH:36][C:35]=2[O:43][CH3:44])[CH:31]=[CH:30][CH:29]=[CH:28][CH:27]=1. The catalyst class is: 6.